The task is: Predict the product of the given reaction.. This data is from Forward reaction prediction with 1.9M reactions from USPTO patents (1976-2016). (1) Given the reactants [CH3:1][C:2]([CH3:19])([CH3:18])[CH2:3][NH:4][C:5]1[C:14]2[C:9](=[CH:10][CH:11]=[C:12]([OH:15])[CH:13]=2)[N:8]=[C:7]([C:16]#[N:17])[N:6]=1.Cl.Cl[CH2:22][C:23]1[CH:28]=[CH:27][N:26]=[CH:25][CH:24]=1.C(=O)([O-])[O-].[Cs+].[Cs+].O, predict the reaction product. The product is: [CH3:1][C:2]([CH3:19])([CH3:18])[CH2:3][NH:4][C:5]1[C:14]2[C:9](=[CH:10][CH:11]=[C:12]([O:15][CH2:22][C:23]3[CH:28]=[CH:27][N:26]=[CH:25][CH:24]=3)[CH:13]=2)[N:8]=[C:7]([C:16]#[N:17])[N:6]=1. (2) Given the reactants [OH-].[Na+].[Cl:3][C:4]1[N:9]=[C:8]([N:10]2[CH2:15][CH2:14][O:13][CH2:12][CH2:11]2)[CH:7]=[C:6]([CH2:16][S:17]([CH:20]([CH3:22])[CH3:21])(=[O:19])=[O:18])[N:5]=1.Br[CH2:24][CH2:25]Br, predict the reaction product. The product is: [Cl:3][C:4]1[N:9]=[C:8]([N:10]2[CH2:15][CH2:14][O:13][CH2:12][CH2:11]2)[CH:7]=[C:6]([C:16]2([S:17]([CH:20]([CH3:22])[CH3:21])(=[O:19])=[O:18])[CH2:25][CH2:24]2)[N:5]=1. (3) The product is: [CH3:1][C@@H:2]1[C@@H:9]2[C@@H:5]([CH2:6][N:7]([S:10]([CH3:13])(=[O:12])=[O:11])[CH2:8]2)[CH2:4][C@H:3]1[NH:14][C:15]1[C:16]2[N:17]([CH:24]=[C:25]([C:27]3[N:28]=[N:29][N:30]([CH3:34])[N:31]=3)[CH:26]=2)[N:18]=[CH:19][C:20]=1[C:21]([NH2:23])=[O:22]. Given the reactants [CH3:1][C@@H:2]1[C@@H:9]2[C@@H:5]([CH2:6][N:7]([S:10]([CH3:13])(=[O:12])=[O:11])[CH2:8]2)[CH2:4][C@H:3]1[NH:14][C:15]1[C:16]2[N:17]([CH:24]=[C:25]([C:27]3[NH:31][N:30]=[N:29][N:28]=3)[CH:26]=2)[N:18]=[CH:19][C:20]=1[C:21]([NH2:23])=[O:22].IC.[C:34](=O)([O-])[O-].[K+].[K+], predict the reaction product. (4) The product is: [CH2:25]([N:29]1[C:37]2[N:36]=[C:35]([Cl:38])[NH:34][C:33]=2[C:32](=[O:39])[N:31]([CH2:40][CH2:41][CH2:42][C:43]2[N:44]=[C:10]([CH2:9][C:4]3[CH:5]=[CH:6][C:7]([OH:8])=[C:2]([Cl:1])[CH:3]=3)[O:12][N:46]=2)[C:30]1=[O:48])[CH2:26][CH2:27][CH3:28]. Given the reactants [Cl:1][C:2]1[CH:3]=[C:4]([CH2:9][C:10]([OH:12])=O)[CH:5]=[CH:6][C:7]=1[OH:8].C1N=CN(C(N2C=NC=C2)=O)C=1.[CH2:25]([N:29]1[C:37]2[N:36]=[C:35]([Cl:38])[NH:34][C:33]=2[C:32](=[O:39])[N:31]([CH2:40][CH2:41][CH2:42]/[C:43](=[N:46]/[H])/[NH:44]O)[C:30]1=[O:48])[CH2:26][CH2:27][CH3:28], predict the reaction product. (5) Given the reactants [CH3:1][N:2]1[CH2:8][CH2:7][CH:6]([OH:9])[C:5]2[CH:10]=[CH:11][O:12][C:4]=2[CH2:3]1.[Cl:13][C:14]1[CH:15]=[C:16]([CH:19]=[CH:20][C:21]=1F)[C:17]#[N:18], predict the reaction product. The product is: [ClH:13].[Cl:13][C:14]1[CH:15]=[C:16]([C:17]#[N:18])[CH:19]=[CH:20][C:21]=1[O:9][CH:6]1[CH2:7][CH2:8][N:2]([CH3:1])[CH2:3][C:4]2[O:12][CH:11]=[CH:10][C:5]1=2.